This data is from Forward reaction prediction with 1.9M reactions from USPTO patents (1976-2016). The task is: Predict the product of the given reaction. (1) Given the reactants [C:1]([O:5][C:6]([CH:8]1[CH2:12][C:11]([F:14])([F:13])[CH2:10][N:9]1[C:15]([O:17]CC1C=CC=CC=1)=O)=[O:7])([CH3:4])([CH3:3])[CH3:2].[H][H].[CH2:27]([O:34][C:35]([NH:37][CH:38](C)[C:39](O)=O)=[O:36])[C:28]1[CH:33]=[CH:32][CH:31]=[CH:30][CH:29]=1.C(Cl)CCl.CCN(C(C)C)C(C)C.C1C=CC2N(O)N=NC=2C=1, predict the reaction product. The product is: [C:1]([O:5][C:6]([CH:8]1[CH2:12][C:11]([F:13])([F:14])[CH2:10][N:9]1[C:15](=[O:17])[CH:38]([NH:37][C:35]([O:34][CH2:27][C:28]1[CH:33]=[CH:32][CH:31]=[CH:30][CH:29]=1)=[O:36])[CH3:39])=[O:7])([CH3:2])([CH3:3])[CH3:4]. (2) Given the reactants [OH:1][C:2]1[CH:3]=[C:4]([C:8]2[CH:13]=[CH:12][C:11]([CH:14]=O)=[CH:10][CH:9]=2)[CH:5]=[CH:6][CH:7]=1.[S:16]1[CH2:20][C:19](=[O:21])[NH:18][C:17]1=[O:22], predict the reaction product. The product is: [OH:1][C:2]1[CH:3]=[C:4]([C:8]2[CH:9]=[CH:10][C:11]([CH:14]=[C:20]3[S:16][C:17](=[O:22])[NH:18][C:19]3=[O:21])=[CH:12][CH:13]=2)[CH:5]=[CH:6][CH:7]=1. (3) Given the reactants [CH3:1][O:2][C:3](=[S:30])[NH:4][CH2:5][C:6]1[N:7]=[N:8][N:9]([C:11]2[CH:16]=[C:15]([F:17])[C:14]([N:18]3C(=O)C4C(=CC=CC=4)C3=O)=[C:13]([F:29])[CH:12]=2)[CH:10]=1.C(N)CN, predict the reaction product. The product is: [CH3:1][O:2][C:3](=[S:30])[NH:4][CH2:5][C:6]1[N:7]=[N:8][N:9]([C:11]2[CH:12]=[C:13]([F:29])[C:14]([NH2:18])=[C:15]([F:17])[CH:16]=2)[CH:10]=1. (4) Given the reactants Br[C:2]1[CH:3]=[C:4]([C@@H:8]([NH:17][C:18]([C@@H:20]2[CH2:25][CH2:24][CH2:23][N:22]([C:26](=[O:42])[CH2:27][CH2:28][CH:29]3[CH2:34][CH2:33][N:32]([C:35]([O:37][C:38]([CH3:41])([CH3:40])[CH3:39])=[O:36])[CH2:31][CH2:30]3)[CH2:21]2)=[O:19])[CH2:9][C:10]([O:12][C:13]([CH3:16])([CH3:15])[CH3:14])=[O:11])[CH:5]=[N:6][CH:7]=1.[F:43][CH2:44][CH2:45][O:46][C:47]1[CH:52]=[CH:51][C:50]([C:53]#[C:54][Si](C)(C)C)=[CH:49][CH:48]=1.[F-].C([N+](CCCC)(CCCC)CCCC)CCC, predict the reaction product. The product is: [C:13]([O:12][C:10](=[O:11])[CH2:9][C@H:8]([NH:17][C:18]([C@@H:20]1[CH2:25][CH2:24][CH2:23][N:22]([C:26](=[O:42])[CH2:27][CH2:28][CH:29]2[CH2:30][CH2:31][N:32]([C:35]([O:37][C:38]([CH3:41])([CH3:40])[CH3:39])=[O:36])[CH2:33][CH2:34]2)[CH2:21]1)=[O:19])[C:4]1[C:5]([C:54]#[C:53][C:50]2[CH:51]=[CH:52][C:47]([O:46][CH2:45][CH2:44][F:43])=[CH:48][CH:49]=2)=[N:6][CH:7]=[CH:2][CH:3]=1)([CH3:14])([CH3:16])[CH3:15]. (5) Given the reactants C(CNCC(O[C:15]([C:17]1([C:20]2[CH:25]=[CH:24][C:23]([C:26]3[CH:31]=[CH:30][C:29]([Cl:32])=[C:28]([Cl:33])[CH:27]=3)=[C:22]([F:34])[CH:21]=2)[CH2:19][CH2:18]1)=[O:16])CNCC(=O)C)(=O)C.C([CH2:38][NH:39][CH2:40][CH:41]([O:65][C:66](=[O:68])[CH3:67])[CH2:42][NH:43][CH2:44][C:45]([C:47]1(C2C=CC(C3C=CC(Cl)=C(Cl)C=3)=C(F)C=2)CC1)=[O:46])(=O)C, predict the reaction product. The product is: [C:45]([CH2:44][NH:43][CH2:42][CH:41]([O:65][C:66](=[O:68])[CH3:67])[CH2:40][N:39]([C:15]([C:17]1([C:20]2[CH:25]=[CH:24][C:23]([C:26]3[CH:31]=[CH:30][C:29]([Cl:32])=[C:28]([Cl:33])[CH:27]=3)=[C:22]([F:34])[CH:21]=2)[CH2:19][CH2:18]1)=[O:16])[CH3:38])(=[O:46])[CH3:47]. (6) The product is: [Br:1][CH2:21][CH2:22][CH2:23][C:24]#[C:25][C:26]1[CH:31]=[CH:30][C:29]([N+:32]([O-:34])=[O:33])=[CH:28][CH:27]=1. Given the reactants [Br:1]CCCC#CC1C=CC(NC(=O)C(F)(F)F)=CC=1.Cl[CH2:21][CH2:22][CH2:23][C:24]#[C:25][C:26]1[CH:31]=[CH:30][C:29]([N+:32]([O-:34])=[O:33])=[CH:28][CH:27]=1, predict the reaction product.